From a dataset of Catalyst prediction with 721,799 reactions and 888 catalyst types from USPTO. Predict which catalyst facilitates the given reaction. (1) Reactant: [Cl:1][C:2]1[CH:7]=[CH:6][C:5]([NH:8][C:9]2[CH:17]=[C:16]([C:18](O)=[O:19])[C:15]([NH:21][C:22]3[CH:27]=[CH:26][C:25]([Cl:28])=[CH:24][CH:23]=3)=[CH:14][C:10]=2[C:11](O)=[O:12])=[CH:4][CH:3]=1. Product: [CH:3]1[C:2]([Cl:1])=[CH:7][C:6]2[C:11]([C:10]3[C:9]([NH:8][C:5]=2[CH:4]=1)=[CH:17][C:16]1[C:18]([C:27]2[CH:26]=[C:25]([Cl:28])[CH:24]=[CH:23][C:22]=2[NH:21][C:15]=1[CH:14]=3)=[O:19])=[O:12]. The catalyst class is: 6. (2) Reactant: [F:1][C:2]1[C:16]([CH2:17][NH:18][C:19](=[O:25])[O:20][C:21]([CH3:24])([CH3:23])[CH3:22])=[CH:15][C:5]2[N:6]([CH:9]3[CH2:14][CH2:13][CH2:12][CH2:11][O:10]3)[CH:7]=[N:8][C:4]=2[CH:3]=1.[H-].[Na+].[CH3:28]I. Product: [F:1][C:2]1[C:16]([CH2:17][N:18]([CH3:28])[C:19](=[O:25])[O:20][C:21]([CH3:22])([CH3:24])[CH3:23])=[CH:15][C:5]2[N:6]([CH:9]3[CH2:14][CH2:13][CH2:12][CH2:11][O:10]3)[CH:7]=[N:8][C:4]=2[CH:3]=1. The catalyst class is: 1.